This data is from Full USPTO retrosynthesis dataset with 1.9M reactions from patents (1976-2016). The task is: Predict the reactants needed to synthesize the given product. (1) Given the product [F:41][C:42]([F:65])([F:66])[C:43]1[CH:44]=[C:45]([C:49]([C:55]2[CH:60]=[CH:59][CH:58]=[C:57]([C:61]([F:64])([F:62])[F:63])[CH:56]=2)([CH:50]2[CH:51]=[CH:52][CH:53]=[CH:54]2)[C:7]2([CH3:30])[C:6]3[C:5]([CH3:23])([CH:12]4[CH2:13][CH2:14][CH:15]=[CH:16][C:11]4=[C:10]4[C:18]=3[CH2:17][C:19]3[CH:20]=[CH:21][CH:22]=[CH:8][C:9]4=3)[C:4]([CH3:26])([CH3:25])[C:3]([CH3:28])([CH3:27])[C:2]2([CH3:1])[CH3:29])[CH:46]=[CH:47][CH:48]=1, predict the reactants needed to synthesize it. The reactants are: [CH3:1][C:2]1([CH3:29])[CH:7]2[CH:8]3[CH2:22][CH2:21][CH:20]=[CH:19][C:9]3=[C:10]3[C:18]([CH2:17][C:16]4[CH:15]=[CH:14][CH:13]=[CH:12][C:11]3=4)=[C:6]2[C:5](C)([CH3:23])[C:4]([CH3:26])([CH3:25])[C:3]1([CH3:28])[CH3:27].[CH3:30]CCCCC.C([Li])CCC.[F:41][C:42]([F:66])([F:65])[C:43]1[CH:44]=[C:45]([C:49]([C:55]2[CH:60]=[CH:59][CH:58]=[C:57]([C:61]([F:64])([F:63])[F:62])[CH:56]=2)=[C:50]2[CH:54]=[CH:53][CH:52]=[CH:51]2)[CH:46]=[CH:47][CH:48]=1. (2) Given the product [CH:43]1([C:41]([NH:40][C:38]2[N:39]=[C:34]3[CH:33]=[CH:32][C:31]([O:30][C:29]4[CH:28]=[C:27]([NH:26][C:8]([C:6]5[N:7]=[C:3]([CH2:1][CH3:2])[O:4][C:5]=5[C:11]([F:14])([F:13])[F:12])=[O:10])[CH:48]=[CH:47][CH:46]=4)=[CH:36][N:35]3[N:37]=2)=[O:42])[CH2:44][CH2:45]1, predict the reactants needed to synthesize it. The reactants are: [CH2:1]([C:3]1[O:4][C:5]([C:11]([F:14])([F:13])[F:12])=[C:6]([C:8]([OH:10])=O)[N:7]=1)[CH3:2].O1CCCC1.C(Cl)(=O)C(Cl)=O.[NH2:26][C:27]1[CH:28]=[C:29]([CH:46]=[CH:47][CH:48]=1)[O:30][C:31]1[CH:32]=[CH:33][C:34]2[N:35]([N:37]=[C:38]([NH:40][C:41]([CH:43]3[CH2:45][CH2:44]3)=[O:42])[N:39]=2)[CH:36]=1. (3) The reactants are: Cl[C:2]1[CH:7]=[CH:6][C:5]([C:8](=[O:10])[CH3:9])=[CH:4][C:3]=1[C:11]([F:14])([F:13])[F:12].[C:15]1(B(O)O)[CH:20]=[CH:19][CH:18]=[CH:17][CH:16]=1.[F-].[K+]. Given the product [C:15]1([C:2]2[CH:7]=[CH:6][C:5]([C:8](=[O:10])[CH3:9])=[CH:4][C:3]=2[C:11]([F:14])([F:13])[F:12])[CH:20]=[CH:19][CH:18]=[CH:17][CH:16]=1, predict the reactants needed to synthesize it. (4) Given the product [CH:16]([N:19]1[CH2:24][CH2:23][CH:22]([NH:25][C:11]([C:8]2[N:7]=[C:6]([N:1]3[CH:2]=[CH:3][CH:4]=[CH:5]3)[NH:10][N:9]=2)=[O:13])[CH2:21][CH2:20]1)([CH3:18])[CH3:17], predict the reactants needed to synthesize it. The reactants are: [N:1]1([C:6]2[NH:10][N:9]=[C:8]([C:11]([OH:13])=O)[N:7]=2)[CH:5]=[CH:4][CH:3]=[CH:2]1.Cl.Cl.[CH:16]([N:19]1[CH2:24][CH2:23][CH:22]([NH2:25])[CH2:21][CH2:20]1)([CH3:18])[CH3:17].C1N(P(Cl)(N2C(=O)OCC2)=O)C(=O)OC1.O. (5) Given the product [C:1]([O:5][C:6]([N:8]1[CH2:9][CH2:10][CH:11]([C:14]2[C:15]([O:20][CH3:21])=[N:16][N:17]([CH2:23][CH3:24])[C:18]=2[CH3:19])[CH2:12][CH2:13]1)=[O:7])([CH3:4])([CH3:3])[CH3:2], predict the reactants needed to synthesize it. The reactants are: [C:1]([O:5][C:6]([N:8]1[CH2:13][CH2:12][CH:11]([C:14]2[C:15]([O:20][CH3:21])=[N:16][NH:17][C:18]=2[CH3:19])[CH2:10][CH2:9]1)=[O:7])([CH3:4])([CH3:3])[CH3:2].N1CCC[CH2:24][CH2:23]1.